From a dataset of Full USPTO retrosynthesis dataset with 1.9M reactions from patents (1976-2016). Predict the reactants needed to synthesize the given product. (1) Given the product [C:6]([NH:9][C:10]1[CH:15]=[CH:14][N:13]([C@H:36]2[O:40][C@@H:39]([C:41]([O:43][C@@H:44]3[CH2:49][C@H:48]([CH3:50])[CH2:47][CH2:46][C@H:45]3[CH:51]([CH3:53])[CH3:52])=[O:42])[S:38][CH2:37]2)[C:12](=[O:16])[N:11]=1)(=[O:8])[CH3:7], predict the reactants needed to synthesize it. The reactants are: CS(O)(=O)=O.[C:6]([NH:9][C:10]1[CH:15]=[CH:14][NH:13][C:12](=[O:16])[N:11]=1)(=[O:8])[CH3:7].C[Si](C)(C)N[Si](C)(C)C.CN(C1C=CC=CN=1)C.O[C@@H:36]1[O:40][C@@H:39]([C:41]([O:43][C@@H:44]2[CH2:49][C@H:48]([CH3:50])[CH2:47][CH2:46][C@H:45]2[CH:51]([CH3:53])[CH3:52])=[O:42])[S:38][CH2:37]1.C1(P(Cl)(C2C=CC=CC=2)=O)C=CC=CC=1.C(N(C(C)C)CC)(C)C.Cl. (2) Given the product [O:12]=[C:8]1[CH2:7][CH2:6][CH2:5][C:4]2[N:3]=[C:2]([C:13]#[N:14])[CH:11]=[CH:10][C:9]1=2, predict the reactants needed to synthesize it. The reactants are: Cl[C:2]1[CH:11]=[CH:10][C:9]2[C:8](=[O:12])[CH2:7][CH2:6][CH2:5][C:4]=2[N:3]=1.[CH3:13][N:14](C)C(=O)C. (3) Given the product [CH3:24][C:14]1[C:15](=[O:41])[CH2:16][CH2:9][C@@:8]2([C:27]3[CH:26]=[C:46]([CH:30]=[CH:29][CH:28]=3)[C:45]([O:48][CH3:49])=[O:47])[C:19]=1[CH2:18][CH2:13][CH2:12][C:10]2=[O:11], predict the reactants needed to synthesize it. The reactants are: C(N(CC)CC)C.[CH:8]([C:10]([CH2:12][CH3:13])=[O:11])=[CH2:9].[C:14]1([CH3:24])[CH:19]=[CH:18]C(S([O-])(=O)=O)=[CH:16][CH:15]=1.[NH+]1[CH:30]=[CH:29][CH:28]=[CH:27][CH:26]=1.N[C@H](C(O)=[O:41])CC1C=CC=CC=1.[Cl-].[NH4+].[C:45]([O:48][CH2:49]C)(=[O:47])[CH3:46]. (4) Given the product [F:13][C:14]1[C:15]([C@H:20]([C:3]2[CH:8]=[CH:7][C:6]([C:9]([F:12])([F:11])[F:10])=[CH:5][CH:4]=2)[NH:21][S@:22]([C:24]([CH3:27])([CH3:26])[CH3:25])=[O:23])=[N:16][CH:17]=[CH:18][CH:19]=1, predict the reactants needed to synthesize it. The reactants are: [Mg].Br[C:3]1[CH:8]=[CH:7][C:6]([C:9]([F:12])([F:11])[F:10])=[CH:5][CH:4]=1.[F:13][C:14]1[C:15](/[CH:20]=[N:21]/[S@:22]([C:24]([CH3:27])([CH3:26])[CH3:25])=[O:23])=[N:16][CH:17]=[CH:18][CH:19]=1.CCOC(C)=O. (5) Given the product [Cl:13][C:14]1[CH:15]=[CH:16][CH:17]=[C:18]([O:20][CH:21]2[CH2:26][CH2:25][CH2:24][CH2:23][CH2:22]2)[N:19]=1, predict the reactants needed to synthesize it. The reactants are: N(C(OCC)=O)=NC(OCC)=O.[Cl:13][C:14]1[N:19]=[C:18]([OH:20])[CH:17]=[CH:16][CH:15]=1.[CH:21]1(O)[CH2:26][CH2:25][CH2:24][CH2:23][CH2:22]1.C1(P(C2C=CC=CC=2)C2C=CC=CC=2)C=CC=CC=1. (6) Given the product [CH2:1]([O:3][C:4]([C:6]1[O:14][C:13]2[C:12]([F:15])=[CH:11][N:10]=[CH:9][C:8]=2[C:7]=1[O:16][S:25]([C:24]([F:37])([F:36])[F:23])(=[O:27])=[O:26])=[O:5])[CH3:2], predict the reactants needed to synthesize it. The reactants are: [CH2:1]([O:3][C:4]([C:6]1[O:14][C:13]2[C:12]([F:15])=[CH:11][N:10]=[CH:9][C:8]=2[C:7]=1[OH:16])=[O:5])[CH3:2].N1C=CC=CC=1.[F:23][C:24]([F:37])([F:36])[S:25](O[S:25]([C:24]([F:37])([F:36])[F:23])(=[O:27])=[O:26])(=[O:27])=[O:26]. (7) Given the product [I:1][C:2]1[CH:3]=[CH:4][C:5]2[N:6]([C:8]([CH3:16])=[C:9]([CH:11]=[O:12])[N:10]=2)[CH:7]=1, predict the reactants needed to synthesize it. The reactants are: [I:1][C:2]1[CH:3]=[CH:4][C:5]2[N:6]([C:8]([CH3:16])=[C:9]([C:11](OCC)=[O:12])[N:10]=2)[CH:7]=1.[H-].C([Al+]CC(C)C)C(C)C. (8) Given the product [Cl:1][C:2]1[CH:7]=[C:6]([C:8](=[O:12])[NH:9][S:10]([CH3:11])=[O:41])[C:5]([NH:13][C:14]([C:16]2[N:17]([C:25]3[C:30]([Cl:31])=[CH:29][CH:28]=[CH:27][N:26]=3)[N:18]=[C:19]([C:21]([F:23])([F:24])[F:22])[CH:20]=2)=[O:15])=[C:4]([CH3:32])[CH:3]=1, predict the reactants needed to synthesize it. The reactants are: [Cl:1][C:2]1[CH:7]=[C:6]([C:8](=[O:12])[NH:9][S:10][CH3:11])[C:5]([NH:13][C:14]([C:16]2[N:17]([C:25]3[C:30]([Cl:31])=[CH:29][CH:28]=[CH:27][N:26]=3)[N:18]=[C:19]([C:21]([F:24])([F:23])[F:22])[CH:20]=2)=[O:15])=[C:4]([CH3:32])[CH:3]=1.C1C=C(Cl)C=C(C(OO)=[O:41])C=1. (9) Given the product [Cl:1][C:2]1[CH:31]=[CH:30][C:5]([CH2:6][N:7]2[C:16](=[O:17])[C:15]3[C:10](=[N:11][CH:12]=[CH:13][N:14]=3)[NH:9][C:8]2=[O:29])=[CH:4][CH:3]=1, predict the reactants needed to synthesize it. The reactants are: [Cl:1][C:2]1[CH:31]=[CH:30][C:5]([CH2:6][N:7]2[C:16](=[O:17])[C:15]3[C:10](=[N:11][CH:12]=[CH:13][N:14]=3)[N:9](CC3C=CC(OC)=CC=3OC)[C:8]2=[O:29])=[CH:4][CH:3]=1. (10) Given the product [CH:15]([C:18]1[CH:23]=[CH:22][C:21]([C:6]2([NH:8][CH2:9][C:10]3[S:11][CH:12]=[CH:13][CH:14]=3)[CH:5]=[CH:4][N:3]=[CH:2][NH:7]2)=[CH:20][CH:19]=1)([CH3:17])[CH3:16], predict the reactants needed to synthesize it. The reactants are: Cl[C:2]1[N:7]=[C:6]([NH:8][CH2:9][C:10]2[S:11][CH:12]=[CH:13][CH:14]=2)[CH:5]=[CH:4][N:3]=1.[CH:15]([C:18]1[CH:23]=[CH:22][C:21](B(O)O)=[CH:20][CH:19]=1)([CH3:17])[CH3:16].